The task is: Predict the reaction yield, written as a fraction of the theoretical maximum amount of product (1.0 means a 100% yield; for example, 0.34 means a 34% yield).. This data is from Reaction yield outcomes from USPTO patents with 853,638 reactions. The reactants are [CH2:1]([O:8][C:9](=[O:24])[NH:10][C@H:11]([CH:21]([CH3:23])[CH3:22])[C:12]([NH:14][CH2:15][CH:16](OC)OC)=[O:13])[C:2]1[CH:7]=[CH:6][CH:5]=[CH:4][CH:3]=1.C(O)(C(F)(F)F)=O.O.C([O-])([O-])=O.[Na+].[Na+]. No catalyst specified. The product is [CH:21]([C@@H:11]1[C:12](=[O:13])[NH:14][CH:15]=[CH:16][N:10]1[C:9]([O:8][CH2:1][C:2]1[CH:3]=[CH:4][CH:5]=[CH:6][CH:7]=1)=[O:24])([CH3:22])[CH3:23]. The yield is 0.954.